Dataset: Full USPTO retrosynthesis dataset with 1.9M reactions from patents (1976-2016). Task: Predict the reactants needed to synthesize the given product. (1) Given the product [F:29][C:30]1[CH:31]=[C:32]([C:8]2[C:7]([N:3]3[CH2:4][CH2:5][CH2:6][C@@H:2]3[CH3:1])=[N:16][C:15]3[C:10](=[CH:11][CH:12]=[C:13]([C:17]([O:19][CH3:20])=[O:18])[CH:14]=3)[N:9]=2)[CH:33]=[CH:34][C:35]=1[F:36], predict the reactants needed to synthesize it. The reactants are: [CH3:1][C@H:2]1[CH2:6][CH2:5][CH2:4][N:3]1[C:7]1[C:8](OS(C(F)(F)F)(=O)=O)=[N:9][C:10]2[C:15]([N:16]=1)=[CH:14][C:13]([C:17]([O:19][CH3:20])=[O:18])=[CH:12][CH:11]=2.[F:29][C:30]1[CH:31]=[C:32](B(O)O)[CH:33]=[CH:34][C:35]=1[F:36].[O-]P([O-])([O-])=O.[K+].[K+].[K+]. (2) Given the product [CH2:6]([C@@:9]1([CH2:35][CH3:36])[CH2:14][C@H:13]([C:15]2[CH:20]=[CH:19][CH:18]=[C:17]([Cl:21])[CH:16]=2)[C@@H:12]([C:22]2[CH:27]=[CH:26][C:25]([Cl:28])=[CH:24][CH:23]=2)[N:11]([C@@H:29]([CH:32]2[CH2:34][CH2:33]2)[CH2:30][S:39][CH2:37][CH3:38])[C:10]1=[O:31])[CH:7]=[CH2:8], predict the reactants needed to synthesize it. The reactants are: CS([O-])(=O)=O.[CH2:6]([C@@:9]1([CH2:35][CH3:36])[CH2:14][C@H:13]([C:15]2[CH:20]=[CH:19][CH:18]=[C:17]([Cl:21])[CH:16]=2)[C@@H:12]([C:22]2[CH:27]=[CH:26][C:25]([Cl:28])=[CH:24][CH:23]=2)[N+:11]2[C@@H:29]([CH:32]3[CH2:34][CH2:33]3)[CH2:30][O:31][C:10]1=2)[CH:7]=[CH2:8].[CH2:37]([S-:39])[CH3:38].[Na+].